Dataset: Forward reaction prediction with 1.9M reactions from USPTO patents (1976-2016). Task: Predict the product of the given reaction. (1) Given the reactants [CH3:1][C:2]([CH:4]1[CH2:6][CH2:5]1)=O.[C:7]([CH2:9][C:10]([O:12][CH2:13][CH3:14])=[O:11])#[N:8], predict the reaction product. The product is: [C:7]([C:9](=[C:2]([CH:4]1[CH2:6][CH2:5]1)[CH3:1])[C:10]([O:12][CH2:13][CH3:14])=[O:11])#[N:8]. (2) Given the reactants [OH:1][C:2]1[C:3]2[O:16][N:15]=[C:14]([C:17]3[CH:22]=[CH:21][C:20]([O:23][CH3:24])=[CH:19][CH:18]=3)[C:4]=2[C:5]([CH3:13])=[N:6][C:7]=1[C:8](OCC)=[O:9].[NH2:25][CH2:26][C:27]([OH:29])=[O:28].C[O-].[Na+], predict the reaction product. The product is: [OH:1][C:2]1[C:3]2[O:16][N:15]=[C:14]([C:17]3[CH:22]=[CH:21][C:20]([O:23][CH3:24])=[CH:19][CH:18]=3)[C:4]=2[C:5]([CH3:13])=[N:6][C:7]=1[C:8]([NH:25][CH2:26][C:27]([OH:29])=[O:28])=[O:9]. (3) Given the reactants [N:1]1[C:10]2[C:5](=[CH:6][CH:7]=[CH:8][CH:9]=2)[C:4]([NH:11][CH2:12][CH2:13][O:14][C:15]2[CH:24]=[C:23]3[C:18]([CH:19]=[N:20][C:21](=O)[NH:22]3)=[CH:17][CH:16]=2)=[CH:3][CH:2]=1.[C:26]1([CH2:32][CH2:33][CH2:34][NH2:35])[CH:31]=[CH:30][CH:29]=[CH:28][CH:27]=1, predict the reaction product. The product is: [C:26]1([CH2:32][CH2:33][CH2:34][NH:35][C:19]2[C:18]3[C:23](=[CH:24][C:15]([O:14][CH2:13][CH2:12][NH:11][C:4]4[C:5]5[C:10](=[CH:9][CH:8]=[CH:7][CH:6]=5)[N:1]=[CH:2][CH:3]=4)=[CH:16][CH:17]=3)[N:22]=[CH:21][N:20]=2)[CH:31]=[CH:30][CH:29]=[CH:28][CH:27]=1. (4) Given the reactants [C:1]([O:5][C:6]([NH:8][CH2:9][CH:10]([OH:20])[CH2:11][NH:12][C:13](=[O:19])[O:14][C:15]([CH3:18])([CH3:17])[CH3:16])=[O:7])([CH3:4])([CH3:3])[CH3:2].[S:21](Cl)([CH3:24])(=[O:23])=[O:22], predict the reaction product. The product is: [C:1]([O:5][C:6]([NH:8][CH2:9][CH:10]([O:20][S:21]([CH3:24])(=[O:23])=[O:22])[CH2:11][NH:12][C:13](=[O:19])[O:14][C:15]([CH3:18])([CH3:17])[CH3:16])=[O:7])([CH3:4])([CH3:2])[CH3:3]. (5) Given the reactants CC1C=CC(S(O[CH2:12][CH2:13][CH2:14][C:15]2[C:23]3[C:18](=[CH:19][CH:20]=[C:21]([F:24])[CH:22]=3)[NH:17][CH:16]=2)(=O)=O)=CC=1.[N:25]1([C:31]2[N:36]=[C:35]([C:37]([NH2:39])=[O:38])[CH:34]=[CH:33][N:32]=2)[CH2:30][CH2:29][NH:28][CH2:27][CH2:26]1.C(=O)([O-])[O-].[K+].[K+].[I-].[K+], predict the reaction product. The product is: [F:24][C:21]1[CH:22]=[C:23]2[C:18](=[CH:19][CH:20]=1)[NH:17][CH:16]=[C:15]2[CH2:14][CH2:13][CH2:12][N:28]1[CH2:29][CH2:30][N:25]([C:31]2[N:36]=[C:35]([C:37]([NH2:39])=[O:38])[CH:34]=[CH:33][N:32]=2)[CH2:26][CH2:27]1. (6) Given the reactants [Cl:1][C:2]1[C:7]([S:8]([CH3:11])(=[O:10])=[O:9])=[CH:6][CH:5]=[CH:4][C:3]=1[C:12]1[CH2:13][CH2:14][N:15]([CH2:18][CH3:19])[CH2:16][CH:17]=1.Cl, predict the reaction product. The product is: [Cl:1][C:2]1[C:7]([S:8]([CH3:11])(=[O:10])=[O:9])=[CH:6][CH:5]=[CH:4][C:3]=1[CH:12]1[CH2:17][CH2:16][N:15]([CH2:18][CH3:19])[CH2:14][CH2:13]1.